Dataset: Peptide-MHC class II binding affinity with 134,281 pairs from IEDB. Task: Regression. Given a peptide amino acid sequence and an MHC pseudo amino acid sequence, predict their binding affinity value. This is MHC class II binding data. The peptide sequence is NNYGSTIEGLLD. The MHC is HLA-DQA10102-DQB10602 with pseudo-sequence HLA-DQA10102-DQB10602. The binding affinity (normalized) is 0.559.